Dataset: hERG potassium channel inhibition data for cardiac toxicity prediction from Karim et al.. Task: Regression/Classification. Given a drug SMILES string, predict its toxicity properties. Task type varies by dataset: regression for continuous values (e.g., LD50, hERG inhibition percentage) or binary classification for toxic/non-toxic outcomes (e.g., AMES mutagenicity, cardiotoxicity, hepatotoxicity). Dataset: herg_karim. The drug is COc1cc(-c2cn(Cc3csc4ccccc34)nn2)ccc1-n1cnc(C)c1. The result is 1 (blocker).